From a dataset of Reaction yield outcomes from USPTO patents with 853,638 reactions. Predict the reaction yield, written as a fraction of the theoretical maximum amount of product (1.0 means a 100% yield; for example, 0.34 means a 34% yield). (1) The reactants are Cl.[Cl:2][C:3]1[CH:8]=[CH:7][C:6]([C:9]2([F:15])[CH2:14][CH2:13][NH:12][CH2:11][CH2:10]2)=[CH:5][CH:4]=1.C(=O)(O)[O-].[Na+].[C:21]([O:25][CH3:26])(=[O:24])[CH:22]=[CH2:23]. The catalyst is CO. The product is [Cl:2][C:3]1[CH:8]=[CH:7][C:6]([C:9]2([F:15])[CH2:10][CH2:11][N:12]([CH2:23][CH2:22][C:21]([O:25][CH3:26])=[O:24])[CH2:13][CH2:14]2)=[CH:5][CH:4]=1. The yield is 0.940. (2) The reactants are [CH3:1][C:2]([C:4]1[CH:9]=[CH:8][CH:7]=[C:6]([C:10]([F:13])([F:12])[F:11])[CH:5]=1)=[O:3].[Na+].[Cl-].[CH3:16][C:17](O)(CC)/C=C/C1C=CC=CC=1. The catalyst is C(Cl)(Cl)Cl. The product is [F:13][C:10]([F:11])([F:12])[C:6]1[CH:5]=[C:4]([C:2]([OH:3])([CH2:16][CH3:17])[CH3:1])[CH:9]=[CH:8][CH:7]=1. The yield is 0.555. (3) The reactants are S(Cl)([Cl:3])=O.[CH3:5][O:6][C:7]1[CH:8]=[C:9]2[C:14](=[CH:15][CH:16]=1)[CH:13]=[C:12]([C@H:17]([CH3:21])[C:18](O)=[O:19])[CH:11]=[CH:10]2.CN(C=O)C. The catalyst is C(Cl)(Cl)Cl. The product is [CH3:5][O:6][C:7]1[CH:8]=[C:9]2[C:14](=[CH:15][CH:16]=1)[CH:13]=[C:12]([C@H:17]([CH3:21])[C:18]([Cl:3])=[O:19])[CH:11]=[CH:10]2. The yield is 0.888. (4) The reactants are [CH3:1][O:2][C:3]1[CH:4]=[C:5]2[C:14](=[CH:15][CH:16]=1)[C:13](=[O:17])[CH:12]([C:18]1[CH:23]=[CH:22][C:21]([O:24][CH3:25])=[CH:20][CH:19]=1)[CH:11]1[CH:6]2[CH2:7][CH2:8][CH2:9][CH2:10]1.[BH4-].[Na+].C(O)C. The catalyst is O1CCCC1. The product is [CH3:1][O:2][C:3]1[CH:4]=[C:5]2[C:14](=[CH:15][CH:16]=1)[CH:13]([OH:17])[CH:12]([C:18]1[CH:23]=[CH:22][C:21]([O:24][CH3:25])=[CH:20][CH:19]=1)[CH:11]1[CH:6]2[CH2:7][CH2:8][CH2:9][CH2:10]1. The yield is 0.990.